From a dataset of Full USPTO retrosynthesis dataset with 1.9M reactions from patents (1976-2016). Predict the reactants needed to synthesize the given product. (1) Given the product [N:32]1[C:31]([CH2:30][N:6]2[C:2]([CH3:1])=[N:3][C:4]([C:7]3[O:11][N:10]=[C:9]([C:12]4[CH:13]=[CH:14][C:15]([O:18][C:19]([F:22])([F:20])[F:21])=[CH:16][CH:17]=4)[N:8]=3)=[N:5]2)=[CH:39][N:34]2[CH:35]=[CH:36][CH:37]=[CH:38][C:33]=12, predict the reactants needed to synthesize it. The reactants are: [CH3:1][C:2]1[NH:6][N:5]=[C:4]([C:7]2[O:11][N:10]=[C:9]([C:12]3[CH:17]=[CH:16][C:15]([O:18][C:19]([F:22])([F:21])[F:20])=[CH:14][CH:13]=3)[N:8]=2)[N:3]=1.C([O-])([O-])=O.[Cs+].[Cs+].Cl[CH2:30][C:31]1[N:32]=[C:33]2[CH:38]=[CH:37][CH:36]=[CH:35][N:34]2[CH:39]=1. (2) Given the product [CH2:1]([C:3]1([CH2:22][CH3:23])[C:8]2[CH:9]=[C:10]([C:13]3[N:17]([CH3:18])[C:16]([C:19]#[N:20])=[CH:15][CH:14]=3)[CH:11]=[CH:12][C:7]=2[NH:6][C:5](=[S:33])[O:4]1)[CH3:2], predict the reactants needed to synthesize it. The reactants are: [CH2:1]([C:3]1([CH2:22][CH3:23])[C:8]2[CH:9]=[C:10]([C:13]3[N:17]([CH3:18])[C:16]([C:19]#[N:20])=[CH:15][CH:14]=3)[CH:11]=[CH:12][C:7]=2[NH:6][C:5](=O)[O:4]1)[CH3:2].COC1C=CC(P2(SP(C3C=CC(OC)=CC=3)(=S)S2)=[S:33])=CC=1.C(=O)([O-])[O-].[Na+].[Na+]. (3) Given the product [CH3:48][N:2]([CH3:1])[CH2:3][C:4]([N:6]1[C:14]2[C:9](=[CH:10][C:11]([O:46][CH3:47])=[C:12]([NH:15][C:16]3[N:29]=[C:20]([NH:21][C:22]4[C:27]([C:28]([NH:50][CH3:49])=[O:30])=[C:26]([F:31])[C:25]([F:32])=[CH:24][CH:23]=4)[C:19]4[CH:33]=[CH:34][N:35]([S:36]([C:39]5[CH:40]=[CH:41][C:42]([CH3:45])=[CH:43][CH:44]=5)(=[O:37])=[O:38])[C:18]=4[N:17]=3)[CH:13]=2)[CH2:8][CH2:7]1)=[O:5], predict the reactants needed to synthesize it. The reactants are: [CH3:1][N:2]([CH3:48])[CH2:3][C:4]([N:6]1[C:14]2[C:9](=[CH:10][C:11]([O:46][CH3:47])=[C:12]([NH:15][C:16]3[N:29]4[C:20](=[N:21][C:22]5[C:27]([C:28]4=[O:30])=[C:26]([F:31])[C:25]([F:32])=[CH:24][CH:23]=5)[C:19]4[CH:33]=[CH:34][N:35]([S:36]([C:39]5[CH:44]=[CH:43][C:42]([CH3:45])=[CH:41][CH:40]=5)(=[O:38])=[O:37])[C:18]=4[N:17]=3)[CH:13]=2)[CH2:8][CH2:7]1)=[O:5].[CH3:49][NH2:50].